Dataset: HIV replication inhibition screening data with 41,000+ compounds from the AIDS Antiviral Screen. Task: Binary Classification. Given a drug SMILES string, predict its activity (active/inactive) in a high-throughput screening assay against a specified biological target. (1) The molecule is O=CCC1c2ccccc2C=CC12C=CC(=O)CC2. The result is 0 (inactive). (2) The compound is COc1cc(C(=O)O)c(-c2cc3c(cc2C=O)OCO3)c(OC)c1OC. The result is 0 (inactive). (3) The compound is Cc1ccccc1N1C(=O)C(=Cc2ccc(N(CCC#N)CCC#N)cc2)N=C1c1cc([N+](=O)[O-])ccc1Cl. The result is 0 (inactive). (4) The compound is CC(=O)CC(=O)ON(C)C(=O)Cc1ccccc1. The result is 0 (inactive).